Dataset: Catalyst prediction with 721,799 reactions and 888 catalyst types from USPTO. Task: Predict which catalyst facilitates the given reaction. (1) Reactant: Cl.ON1C2C=CC=CC=2N=N1.CN(C)CCCN=C=NCC.CN1CCOCC1.[F:30][C:31]([F:41])([F:40])[CH2:32][CH2:33][C:34](N(OC)C)=[O:35].[CH2:42]([Mg]Cl)[C:43]1[CH:48]=[CH:47][CH:46]=[CH:45][CH:44]=1. Product: [F:30][C:31]([F:41])([F:40])[CH2:32][CH2:33][C:34](=[O:35])[CH2:42][C:43]1[CH:48]=[CH:47][CH:46]=[CH:45][CH:44]=1. The catalyst class is: 489. (2) Reactant: Br[CH2:2][C:3]1[CH:11]=[CH:10][C:6]([C:7]([OH:9])=[O:8])=[CH:5][C:4]=1[N+:12]([O-:14])=[O:13].C([O-])(O)=[O:16].[Na+].C(Cl)(Cl)Cl.CO.CCOC(C)=O. Product: [OH:16][CH2:2][C:3]1[CH:11]=[CH:10][C:6]([C:7]([OH:9])=[O:8])=[CH:5][C:4]=1[N+:12]([O-:14])=[O:13]. The catalyst class is: 23.